This data is from Experimentally validated miRNA-target interactions with 360,000+ pairs, plus equal number of negative samples. The task is: Binary Classification. Given a miRNA mature sequence and a target amino acid sequence, predict their likelihood of interaction. The miRNA is hsa-miR-4433b-5p with sequence AUGUCCCACCCCCACUCCUGU. The protein sequence of the target gene is MPQLDSGGGGAGGGDDLGAPDELLAFQDEGEEQDDKSRDSAAGPERDLAELKSSLVNESEGAAGGAGIPGVPGAGAGARGEAEALGREHAAQRLFPDKLPEPLEDGLKAPECTSGMYKETVYSAFNLLMHYPPPSGAGQHPQPQPPLHKANQPPHGVPQLSLYEHFNSPHPTPAPADISQKQVHRPLQTPDLSGFYSLTSGSMGQLPHTVSWFTHPSLMLGSGVPGHPAAIPHPAIVPPSGKQELQPFDRNLKTQAESKAEKEAKKPTIKKPLNAFMLYMKEMRAKVIAECTLKESAAIN.... Result: 0 (no interaction).